This data is from HIV replication inhibition screening data with 41,000+ compounds from the AIDS Antiviral Screen. The task is: Binary Classification. Given a drug SMILES string, predict its activity (active/inactive) in a high-throughput screening assay against a specified biological target. (1) The molecule is Cc1cn(C2CC(CCN(O)CC3OC(n4cc(C)c(=O)[nH]c4=O)CC3O[Si](C)(C)C(C)(C)C)C(CO[Si](C)(C)C(C)(C)C)O2)c(=O)[nH]c1=O. The result is 0 (inactive). (2) The compound is NNc1nnc(-c2nnc(NN)o2)o1. The result is 0 (inactive).